From a dataset of Forward reaction prediction with 1.9M reactions from USPTO patents (1976-2016). Predict the product of the given reaction. The product is: [CH3:3][O:4][C:5]1[C:10]([CH3:11])=[CH:9][C:8]([N:12]2[CH2:16][CH2:15][O:14][C:13]2=[O:18])=[CH:7][C:6]=1[N:19]1[CH2:23][CH2:22][O:21][C:20]1=[O:25]. Given the reactants [OH-].[Na+].[CH3:3][O:4][C:5]1[C:10]([CH3:11])=[CH:9][C:8]([NH:12][C:13](=[O:18])[O:14][CH2:15][CH2:16]Cl)=[CH:7][C:6]=1[NH:19][C:20](=[O:25])[O:21][CH2:22][CH2:23]Cl.Cl, predict the reaction product.